Dataset: Forward reaction prediction with 1.9M reactions from USPTO patents (1976-2016). Task: Predict the product of the given reaction. (1) Given the reactants Br[CH2:2][C:3]([C:5]1[C:10]([CH3:11])=[CH:9][C:8]([O:12][CH3:13])=[CH:7][C:6]=1[CH3:14])=O.[NH2:15][C:16]([NH2:18])=[S:17], predict the reaction product. The product is: [CH3:13][O:12][C:8]1[CH:9]=[C:10]([CH3:11])[C:5]([C:3]2[N:15]=[C:16]([NH2:18])[S:17][CH:2]=2)=[C:6]([CH3:14])[CH:7]=1. (2) The product is: [Cl:16][CH2:2][N:3]1[CH:7]=[C:6]([C:8]([F:11])([F:10])[F:9])[C:5]([C:12]#[N:13])=[CH:4]1. Given the reactants O[CH2:2][N:3]1[CH:7]=[C:6]([C:8]([F:11])([F:10])[F:9])[C:5]([C:12]#[N:13])=[CH:4]1.S(Cl)([Cl:16])=O, predict the reaction product. (3) Given the reactants [NH2:1][C:2]1[CH:10]=[CH:9][C:8]([CH3:11])=[CH:7][C:3]=1[C:4]([NH2:6])=[O:5].C(N(CC)CC)C.Cl[C:20](=[O:26])[C:21]([O:23][CH2:24][CH3:25])=[O:22], predict the reaction product. The product is: [NH2:6][C:4]([C:3]1[CH:7]=[C:8]([CH3:11])[CH:9]=[CH:10][C:2]=1[NH:1][C:20](=[O:26])[C:21]([O:23][CH2:24][CH3:25])=[O:22])=[O:5]. (4) Given the reactants [C:1]([O:5][C:6](=[O:20])[NH:7][CH2:8][CH2:9][N:10]1[C:18]2[C:17](Cl)=[N:16][CH:15]=[N:14][C:13]=2[CH:12]=[CH:11]1)([CH3:4])([CH3:3])[CH3:2].[CH3:21][C:22]([CH3:41])([CH3:40])[CH2:23][O:24][C:25]1[CH:26]=[C:27]([CH:37]=[CH:38][CH:39]=1)[O:28][C:29]1[CH:35]=[CH:34][C:32]([NH2:33])=[CH:31][C:30]=1[CH3:36], predict the reaction product. The product is: [C:1]([O:5][C:6](=[O:20])[NH:7][CH2:8][CH2:9][N:10]1[C:18]2[C:17]([NH:33][C:32]3[CH:34]=[CH:35][C:29]([O:28][C:27]4[CH:37]=[CH:38][CH:39]=[C:25]([O:24][CH2:23][C:22]([CH3:40])([CH3:21])[CH3:41])[CH:26]=4)=[C:30]([CH3:36])[CH:31]=3)=[N:16][CH:15]=[N:14][C:13]=2[CH:12]=[CH:11]1)([CH3:4])([CH3:3])[CH3:2]. (5) The product is: [F:4][C:5]1[CH:20]=[CH:19][C:8]([O:9][C@@H:10]2[C@H:14]3[O:15][CH2:16][C@H:17]([NH:1][C:2]([N:31]4[CH2:28][CH2:29][C:22]([F:27])([F:26])[CH2:23][CH2:32]4)=[O:3])[C@H:13]3[O:12][CH2:11]2)=[CH:7][CH:6]=1. Given the reactants [N-:1]=[C:2]=[O:3].[F:4][C:5]1[CH:20]=[CH:19][C:8]([O:9][C@@H:10]2[C@H:14]3[O:15][CH2:16][C@H:17](N)[C@H:13]3[O:12][CH2:11]2)=[CH:7][CH:6]=1.F[C:22]([F:27])([F:26])[C:23](O)=O.[CH:28]([N:31](C(C)C)[CH2:32]C)(C)[CH3:29], predict the reaction product.